From a dataset of Full USPTO retrosynthesis dataset with 1.9M reactions from patents (1976-2016). Predict the reactants needed to synthesize the given product. (1) The reactants are: Cl[C:2]1[N:11]=[CH:10][C:9]2[N:8]([CH2:12][CH:13]3[CH2:15][CH2:14]3)[C:7](=[O:16])[C@:6]3([CH3:22])[C@H:17]([CH3:21])[O:18][CH2:19][CH2:20][N:5]3[C:4]=2[N:3]=1.[CH3:23][NH:24][C:25]([NH:27][C:28]1[CH:33]=[CH:32][C:31](B2OC(C)(C)C(C)(C)O2)=[CH:30][CH:29]=1)=[O:26].C([O-])(O)=O.[Na+].[Na+].[Cl-]. Given the product [CH:13]1([CH2:12][N:8]2[C:7](=[O:16])[C@:6]3([CH3:22])[C@H:17]([CH3:21])[O:18][CH2:19][CH2:20][N:5]3[C:4]3[N:3]=[C:2]([C:31]4[CH:30]=[CH:29][C:28]([NH:27][C:25]([NH:24][CH3:23])=[O:26])=[CH:33][CH:32]=4)[N:11]=[CH:10][C:9]2=3)[CH2:15][CH2:14]1, predict the reactants needed to synthesize it. (2) Given the product [CH2:29]([O:36][C:37]1[CH:38]=[C:39]([Cl:46])[C:40]([CH2:44][CH:15]2[CH2:16][CH2:17][N:13]([C@H:10]3[CH2:9][CH2:8][C@@H:7]([O:6][Si:5]([C:1]([CH3:4])([CH3:3])[CH3:2])([CH3:20])[CH3:19])[CH2:12][CH2:11]3)[C:14]2=[O:18])=[C:41]([Cl:43])[CH:42]=1)[C:30]1[CH:31]=[CH:32][CH:33]=[CH:34][CH:35]=1, predict the reactants needed to synthesize it. The reactants are: [C:1]([Si:5]([CH3:20])([CH3:19])[O:6][C@@H:7]1[CH2:12][CH2:11][C@H:10]([N:13]2[CH2:17][CH2:16][CH2:15][C:14]2=[O:18])[CH2:9][CH2:8]1)([CH3:4])([CH3:3])[CH3:2].[Li+].CC([N-]C(C)C)C.[CH2:29]([O:36][C:37]1[CH:38]=[C:39]([Cl:46])[C:40]([CH2:44]Br)=[C:41]([Cl:43])[CH:42]=1)[C:30]1[CH:35]=[CH:34][CH:33]=[CH:32][CH:31]=1. (3) Given the product [N:17]1[CH:22]=[CH:21][CH:20]=[C:19]([C:2]2[C:3]3[CH:16]=[CH:15][NH:14][C:4]=3[N:5]=[C:6]([C:8]3[CH:13]=[CH:12][CH:11]=[CH:10][N:9]=3)[N:7]=2)[CH:18]=1, predict the reactants needed to synthesize it. The reactants are: Cl[C:2]1[C:3]2[CH:16]=[CH:15][NH:14][C:4]=2[N:5]=[C:6]([C:8]2[CH:13]=[CH:12][CH:11]=[CH:10][N:9]=2)[N:7]=1.[N:17]1[CH:22]=[CH:21][CH:20]=[C:19](B(O)O)[CH:18]=1.C([O-])([O-])=O.[Na+].[Na+].COCCOC.CCO. (4) Given the product [ClH:42].[C:20]([NH:19][C:17]([N:14]1[CH2:15][CH2:16][N:11]([C:8]2[CH:9]=[CH:10][C:5]3[N:6]([C:2]([C:24]4[CH:29]=[CH:28][CH:27]=[CH:26][CH:25]=4)=[CH:3][N:4]=3)[N:7]=2)[CH2:12][CH2:13]1)=[O:18])([CH3:23])([CH3:22])[CH3:21], predict the reactants needed to synthesize it. The reactants are: Br[C:2]1[N:6]2[N:7]=[C:8]([N:11]3[CH2:16][CH2:15][N:14]([C:17]([NH:19][C:20]([CH3:23])([CH3:22])[CH3:21])=[O:18])[CH2:13][CH2:12]3)[CH:9]=[CH:10][C:5]2=[N:4][CH:3]=1.[C:24]1(B(O)O)[CH:29]=[CH:28][CH:27]=[CH:26][CH:25]=1.O.[O-]P([O-])([O-])=O.[K+].[K+].[K+].[Cl:42]CCl.N#N.